This data is from TCR-epitope binding with 47,182 pairs between 192 epitopes and 23,139 TCRs. The task is: Binary Classification. Given a T-cell receptor sequence (or CDR3 region) and an epitope sequence, predict whether binding occurs between them. (1) The epitope is IPRRNVATL. The TCR CDR3 sequence is CASIDENTGELFF. Result: 0 (the TCR does not bind to the epitope). (2) The epitope is TLIGDCATV. The TCR CDR3 sequence is CASSQPGQGPRSYEQYF. Result: 1 (the TCR binds to the epitope). (3) The epitope is FLNRFTTTL. The TCR CDR3 sequence is CSASTTVGDTGELFF. Result: 1 (the TCR binds to the epitope). (4) The epitope is LLSAGIFGA. The TCR CDR3 sequence is CATYSGSGNEQFF. Result: 0 (the TCR does not bind to the epitope). (5) The epitope is GTHWFVTQR. The TCR CDR3 sequence is CASEGTSGINEQFF. Result: 1 (the TCR binds to the epitope). (6) The epitope is LLWNGPMAV. The TCR CDR3 sequence is CASSPGTSGAYEQYF. Result: 1 (the TCR binds to the epitope). (7) The epitope is IVTDFSVIK. The TCR CDR3 sequence is CASPPGGNTEAFF. Result: 0 (the TCR does not bind to the epitope). (8) The epitope is AMFWSVPTV. The TCR CDR3 sequence is CASKEELSNTGELFF. Result: 0 (the TCR does not bind to the epitope). (9) The epitope is FLNGSCGSV. The TCR CDR3 sequence is CASSELGRQETQYF. Result: 0 (the TCR does not bind to the epitope).